From a dataset of Reaction yield outcomes from USPTO patents with 853,638 reactions. Predict the reaction yield, written as a fraction of the theoretical maximum amount of product (1.0 means a 100% yield; for example, 0.34 means a 34% yield). (1) The reactants are [Cl:1][C:2]1[N:7]=[C:6]([Cl:8])[CH:5]=[C:4](Cl)[N:3]=1.[CH3:10][N:11]1[CH:16]=[C:15](B2OC(C)(C)C(C)(C)O2)[CH:14]=[C:13]([CH3:26])[C:12]1=[O:27].C1(P(C2C=CC=CC=2)C2C=CC=CC=2)C=CC=CC=1.C([O-])([O-])=O.[Na+].[Na+]. The catalyst is C1COCC1.CC([O-])=O.CC([O-])=O.[Pd+2]. The product is [Cl:1][C:2]1[N:3]=[C:4]([C:15]2[CH:14]=[C:13]([CH3:26])[C:12](=[O:27])[N:11]([CH3:10])[CH:16]=2)[CH:5]=[C:6]([Cl:8])[N:7]=1. The yield is 0.550. (2) The reactants are [CH2:1]([O:3][C:4]([C:6]([C:9]1[N:10](C(OC(C)(C)C)=O)[C:11]2[C:16]([CH:17]=1)=[CH:15][CH:14]=[CH:13][CH:12]=2)([CH3:8])[CH3:7])=[O:5])[CH3:2]. The catalyst is ClCCl.C(O)(C(F)(F)F)=O. The product is [NH:10]1[C:11]2[C:16](=[CH:15][CH:14]=[CH:13][CH:12]=2)[CH:17]=[C:9]1[C:6]([CH3:7])([CH3:8])[C:4]([O:3][CH2:1][CH3:2])=[O:5]. The yield is 0.780. (3) The reactants are [C:1]([NH:6][C:7]1[S:11][N:10]=[C:9]([CH3:12])[C:8]=1[C:13]([NH2:15])=[O:14])(=O)[CH2:2][CH2:3][CH3:4]. The catalyst is N. The product is [CH3:12][C:9]1[C:8]2[C:13](=[O:14])[NH:15][C:1]([CH2:2][CH2:3][CH3:4])=[N:6][C:7]=2[S:11][N:10]=1. The yield is 0.340. (4) The reactants are [C:1]([O:5][C:6]([N:8]1[CH2:12][CH2:11][CH:10]([C:13]2[NH:14][C:15]([C:18]3[CH:23]=[CH:22][C:21](Br)=[CH:20][CH:19]=3)=[CH:16][N:17]=2)[CH2:9]1)=[O:7])([CH3:4])([CH3:3])[CH3:2].[C:25]([O:29][C:30]([N:32]1[CH2:36][CH2:35][CH2:34][CH:33]1[C:37]1[NH:38][C:39]([C:42]2[CH:47]=[CH:46][C:45](B3OC(C)(C)C(C)(C)O3)=[CH:44][CH:43]=2)=[CH:40][N:41]=1)=[O:31])([CH3:28])([CH3:27])[CH3:26].C([O-])(O)=O.[Na+]. The catalyst is COCCOC.O. The product is [C:25]([O:29][C:30]([N:32]1[CH2:36][CH2:35][CH2:34][CH:33]1[C:37]1[NH:38][C:39]([C:42]2[CH:47]=[CH:46][C:45]([C:21]3[CH:22]=[CH:23][C:18]([C:15]4[NH:14][C:13]([CH:10]5[CH2:11][CH2:12][N:8]([C:6]([O:5][C:1]([CH3:4])([CH3:3])[CH3:2])=[O:7])[CH2:9]5)=[N:17][CH:16]=4)=[CH:19][CH:20]=3)=[CH:44][CH:43]=2)=[CH:40][N:41]=1)=[O:31])([CH3:28])([CH3:26])[CH3:27]. The yield is 0.640. (5) The reactants are [CH3:1][C:2]1[N:6]([CH2:7][C:8]2[CH:13]=[CH:12][CH:11]=[C:10]([C:14]([F:17])([F:16])[F:15])[C:9]=2[CH3:18])[C:5]2[CH:19]=[C:20]([N:27]3[CH2:32][CH2:31][O:30][CH2:29][CH2:28]3)[CH:21]=[C:22]([C:23](OC)=[O:24])[C:4]=2[N:3]=1.[H-].[H-].[H-].[H-].[Li+].[Al+3]. The catalyst is O1CCCC1. The product is [CH3:1][C:2]1[N:6]([CH2:7][C:8]2[CH:13]=[CH:12][CH:11]=[C:10]([C:14]([F:16])([F:15])[F:17])[C:9]=2[CH3:18])[C:5]2[CH:19]=[C:20]([N:27]3[CH2:28][CH2:29][O:30][CH2:31][CH2:32]3)[CH:21]=[C:22]([CH2:23][OH:24])[C:4]=2[N:3]=1. The yield is 0.880.